From a dataset of CYP2D6 inhibition data for predicting drug metabolism from PubChem BioAssay. Regression/Classification. Given a drug SMILES string, predict its absorption, distribution, metabolism, or excretion properties. Task type varies by dataset: regression for continuous measurements (e.g., permeability, clearance, half-life) or binary classification for categorical outcomes (e.g., BBB penetration, CYP inhibition). Dataset: cyp2d6_veith. (1) The drug is Cn1nc(C(F)(F)F)c2cc(-c3nnc(C(C)(C)C)o3)sc21. The result is 0 (non-inhibitor). (2) The compound is Clc1ccccc1-c1cncnc1NCCc1cnc[nH]1. The result is 1 (inhibitor). (3) The drug is COc1ccc(-n2c(=O)c(C)nc3cnc(N(C)C)nc32)cc1. The result is 0 (non-inhibitor). (4) The compound is Cc1ccc(S(=O)(=O)N[C@@H]2COC(=O)C/C=C\[C@@H](C)[C@@H](NS(=O)(=O)c3ccc(C)cc3)COC(=O)C/C=C\[C@H]2C)cc1. The result is 0 (non-inhibitor). (5) The result is 0 (non-inhibitor). The drug is N#CCCn1c(=O)cnc2cnc(N3CCOCC3)nc21. (6) The compound is CCOC(=O)c1c(C)c(C)n2c1NC(=O)C2. The result is 0 (non-inhibitor). (7) The result is 0 (non-inhibitor). The drug is CCN(/C=N/c1sc2c(c1C#N)CCCCC2)CC. (8) The compound is CCCCCC[C@@H]([C@@H](C)O)n1cnc2c(N)ncnc21. The result is 0 (non-inhibitor).